Dataset: Forward reaction prediction with 1.9M reactions from USPTO patents (1976-2016). Task: Predict the product of the given reaction. (1) Given the reactants [Cl:1][C:2]1[CH:7]=[CH:6][C:5]([C:8]([N:15]2[C:23]3[C:18](=[C:19](/[CH:24]=[CH:25]/[S:26]([CH3:29])(=[O:28])=[O:27])[CH:20]=[CH:21][CH:22]=3)[CH:17]=[CH:16]2)([CH2:13][CH3:14])[C:9]([O:11][CH3:12])=[O:10])=[CH:4][CH:3]=1, predict the reaction product. The product is: [Cl:1][C:2]1[CH:7]=[CH:6][C:5]([C:8]([N:15]2[C:23]3[C:18](=[C:19]([CH2:24][CH2:25][S:26]([CH3:29])(=[O:28])=[O:27])[CH:20]=[CH:21][CH:22]=3)[CH:17]=[CH:16]2)([CH2:13][CH3:14])[C:9]([O:11][CH3:12])=[O:10])=[CH:4][CH:3]=1. (2) Given the reactants [Br:1][C:2]1[CH:3]=[C:4]([CH:7]=[CH:8][CH:9]=1)[CH:5]=O.[C:10]([NH:13][CH2:14][C:15]([OH:17])=[O:16])(=[O:12])[CH3:11].[C:18]([O-])(=O)C.[Na+].O, predict the reaction product. The product is: [Br:1][C:2]1[CH:3]=[C:4]([CH:7]=[CH:8][CH:9]=1)[CH:5]=[C:14]([NH:13][C:10](=[O:12])[CH3:11])[C:15]([O:17][CH3:18])=[O:16]. (3) Given the reactants [CH2:1](Cl)[CH2:2]Cl.[N:5]1([C:14]([O:16][C:17]([CH3:20])(C)C)=[O:15])[CH2:10][CH2:9][CH:8]([C:11]([O-:13])=O)[CH2:7][CH2:6]1.Cl.[CH3:22][NH:23][O:24][CH3:25].C(N(CC)CC)C, predict the reaction product. The product is: [CH2:17]([O:16][C:14]([N:5]1[CH2:6][CH2:7][CH:8]([C:11](=[O:13])[N:23]([O:24][CH3:25])[CH3:22])[CH2:9][CH2:10]1)=[O:15])[CH2:20][CH2:1][CH3:2]. (4) The product is: [Br:1][C:2]1[CH:3]=[C:4]([CH2:8][C:9]([O:11][CH2:16][CH3:17])=[O:10])[CH:5]=[CH:6][CH:7]=1. Given the reactants [Br:1][C:2]1[CH:3]=[C:4]([CH2:8][C:9]([OH:11])=[O:10])[CH:5]=[CH:6][CH:7]=1.S(Cl)(Cl)=O.[CH2:16](O)[CH3:17], predict the reaction product. (5) Given the reactants [F:1][C:2]1[CH:3]=[C:4]([NH:9][C:10]([NH:12][C@H:13]2[CH2:21][C@H:20]3[C@:16]([C:22]4[CH:27]=[CH:26][C:25]([O:28][CH3:29])=[C:24]([O:30][CH3:31])[CH:23]=4)([CH2:17][CH2:18][NH:19]3)[CH2:15][CH2:14]2)=[O:11])[CH:5]=[CH:6][C:7]=1[F:8].[CH:32](OC=C)=[O:33], predict the reaction product. The product is: [F:1][C:2]1[CH:3]=[C:4]([NH:9][C:10]([NH:12][C@H:13]2[CH2:21][C@H:20]3[C@:16]([C:22]4[CH:27]=[CH:26][C:25]([O:28][CH3:29])=[C:24]([O:30][CH3:31])[CH:23]=4)([CH2:17][CH2:18][N:19]3[CH:32]=[O:33])[CH2:15][CH2:14]2)=[O:11])[CH:5]=[CH:6][C:7]=1[F:8].